From a dataset of Full USPTO retrosynthesis dataset with 1.9M reactions from patents (1976-2016). Predict the reactants needed to synthesize the given product. (1) Given the product [CH2:18]([O:17][CH2:16][C:9]1[C:10]([O:14][CH3:15])=[CH:11][CH:12]=[CH:13][C:8]=1[C:7]([NH:6][N:5]([C:1]([CH3:4])([CH3:3])[CH3:2])[C:26](=[O:27])[C:25]1[CH:29]=[C:30]([CH3:32])[CH:31]=[C:23]([CH3:22])[CH:24]=1)=[O:21])[CH:19]=[CH2:20], predict the reactants needed to synthesize it. The reactants are: [C:1]([NH:5][NH:6][C:7](=[O:21])[C:8]1[CH:13]=[CH:12][CH:11]=[C:10]([O:14][CH3:15])[C:9]=1[CH2:16][O:17][CH2:18][CH:19]=[CH2:20])([CH3:4])([CH3:3])[CH3:2].[CH3:22][C:23]1[CH:24]=[C:25]([CH:29]=[C:30]([CH3:32])[CH:31]=1)[C:26](Cl)=[O:27].C([O-])([O-])=O.[K+].[K+]. (2) Given the product [O:3]1[C:7]2[CH:8]=[CH:9][CH:10]=[C:11]([CH:12]3[CH2:17][CH2:16][N:15]([CH2:18][CH2:19][C@H:20]4[CH2:21][CH2:22][C@H:23]([NH:26][S:33]([C:27]5[CH:32]=[CH:31][CH:30]=[CH:29][CH:28]=5)(=[O:35])=[O:34])[CH2:24][CH2:25]4)[CH2:14][CH2:13]3)[C:6]=2[CH2:5][CH2:4]1, predict the reactants needed to synthesize it. The reactants are: Cl.Cl.[O:3]1[C:7]2[CH:8]=[CH:9][CH:10]=[C:11]([CH:12]3[CH2:17][CH2:16][N:15]([CH2:18][CH2:19][C@H:20]4[CH2:25][CH2:24][C@H:23]([NH2:26])[CH2:22][CH2:21]4)[CH2:14][CH2:13]3)[C:6]=2[CH2:5][CH2:4]1.[C:27]1([S:33](Cl)(=[O:35])=[O:34])[CH:32]=[CH:31][CH:30]=[CH:29][CH:28]=1.